Dataset: Full USPTO retrosynthesis dataset with 1.9M reactions from patents (1976-2016). Task: Predict the reactants needed to synthesize the given product. (1) Given the product [F:1][C:2]1[CH:3]=[C:4]([CH:43]=[C:44]([F:46])[CH:45]=1)[CH2:5][C:6]1[CH:7]=[C:8]2[C:12](=[CH:13][CH:14]=1)[NH:11][N:10]=[C:9]2[NH:15][C:16](=[O:17])[C:18]1[CH:23]=[CH:22][C:21]([N:24]2[CH2:29][CH2:28][N:27]([CH3:30])[CH2:26][CH2:25]2)=[CH:20][C:19]=1[NH:31][CH:32]1[CH2:33][CH2:34][NH:35][CH2:36][CH2:37]1, predict the reactants needed to synthesize it. The reactants are: [F:1][C:2]1[CH:3]=[C:4]([CH:43]=[C:44]([F:46])[CH:45]=1)[CH2:5][C:6]1[CH:7]=[C:8]2[C:12](=[CH:13][CH:14]=1)[NH:11][N:10]=[C:9]2[NH:15][C:16]([C:18]1[CH:23]=[CH:22][C:21]([N:24]2[CH2:29][CH2:28][N:27]([CH3:30])[CH2:26][CH2:25]2)=[CH:20][C:19]=1[NH:31][CH:32]1[CH2:37][CH2:36][N:35](C(OCC)=O)[CH2:34][CH2:33]1)=[O:17].C(OCC)(=O)C. (2) Given the product [CH3:21][NH:22][C:2]1[C:11]([N+:12]([O-:14])=[O:13])=[CH:10][CH:9]=[CH:8][C:3]=1[C:4]([O:6][CH3:7])=[O:5], predict the reactants needed to synthesize it. The reactants are: F[C:2]1[C:11]([N+:12]([O-:14])=[O:13])=[CH:10][CH:9]=[CH:8][C:3]=1[C:4]([O:6][CH3:7])=[O:5].C(=O)([O-])[O-].[K+].[K+].[CH3:21][NH2:22]. (3) Given the product [F:56][S:53]([F:54])([F:55])([F:57])([F:58])[C:50]1[CH:51]=[CH:52][C:47](/[CH:46]=[CH:45]/[C:42]2[O:43][CH:44]=[C:40]([CH2:39][O:37][C:34]3[CH:33]=[CH:32][C:31]([CH2:30][CH2:29][CH2:28][CH2:27][C:25]4[N:24]=[N:23][N:22]([C:3]([C:4]5[CH:5]=[CH:6][CH:7]=[CH:8][CH:9]=5)([C:16]5[CH:21]=[CH:20][CH:19]=[CH:18][CH:17]=5)[C:10]5[CH:11]=[CH:12][CH:13]=[CH:14][CH:15]=5)[CH:26]=4)=[CH:36][CH:35]=3)[N:41]=2)=[CH:48][CH:49]=1, predict the reactants needed to synthesize it. The reactants are: [H-].[Na+].[C:3]([N:22]1[CH:26]=[C:25]([CH2:27][CH2:28][CH2:29][CH2:30][C:31]2[CH:36]=[CH:35][C:34]([OH:37])=[CH:33][CH:32]=2)[N:24]=[N:23]1)([C:16]1[CH:21]=[CH:20][CH:19]=[CH:18][CH:17]=1)([C:10]1[CH:15]=[CH:14][CH:13]=[CH:12][CH:11]=1)[C:4]1[CH:9]=[CH:8][CH:7]=[CH:6][CH:5]=1.Cl[CH2:39][C:40]1[N:41]=[C:42]([CH:45]=[CH:46][C:47]2[CH:52]=[CH:51][C:50]([S:53]([F:58])([F:57])([F:56])([F:55])[F:54])=[CH:49][CH:48]=2)[O:43][CH:44]=1.O. (4) The reactants are: [CH2:1]([O:3][C:4](=[O:14])[C:5](=[O:13])[CH:6]([CH3:12])[C:7](=[N:10]O)[CH2:8][CH3:9])[CH3:2].S(=O)(=O)(O)O.C(=O)(O)[O-].[Na+]. Given the product [CH2:1]([O:3][C:4]([C:5]1[O:13][N:10]=[C:7]([CH2:8][CH3:9])[C:6]=1[CH3:12])=[O:14])[CH3:2], predict the reactants needed to synthesize it.